This data is from Full USPTO retrosynthesis dataset with 1.9M reactions from patents (1976-2016). The task is: Predict the reactants needed to synthesize the given product. (1) Given the product [OH:1][CH2:2][CH2:4][CH2:5][CH2:6][CH2:7][CH:8]1[CH:16]2[CH:11]([NH:12][C:13](=[O:14])[NH:15]2)[CH2:10][S:9]1, predict the reactants needed to synthesize it. The reactants are: [OH:1][C:2]([CH2:4][CH2:5][CH2:6][CH2:7][C@H:8]1[C@@H:16]2[C@@H:11]([NH:12][C:13]([NH:15]2)=[O:14])[CH2:10][S:9]1)=O.[H-].[H-].[H-].[H-].[Li+].[Al+3]. (2) Given the product [F:26][C:18]1[CH:19]=[C:20]([N+:23]([O-:25])=[O:24])[CH:21]=[CH:22][C:17]=1[O:16][C:14]1[N:13]=[CH:12][N:11]=[C:10]([NH:9][C:8]([NH:28][CH:29]2[CH2:34][CH2:33][N:32]([CH3:35])[CH2:31][CH2:30]2)=[O:27])[CH:15]=1, predict the reactants needed to synthesize it. The reactants are: C1(O[C:8](=[O:27])[NH:9][C:10]2[CH:15]=[C:14]([O:16][C:17]3[CH:22]=[CH:21][C:20]([N+:23]([O-:25])=[O:24])=[CH:19][C:18]=3[F:26])[N:13]=[CH:12][N:11]=2)C=CC=CC=1.[NH2:28][CH:29]1[CH2:34][CH2:33][N:32]([CH3:35])[CH2:31][CH2:30]1. (3) Given the product [CH3:1][O:2][C:3]([C:5]1[CH:15]=[C:14]([O:16][C:20]2[CH:19]=[C:18]([F:17])[CH:23]=[C:22]([F:24])[CH:21]=2)[C:8]2[CH2:9][C:10]([CH3:13])([CH3:12])[O:11][C:7]=2[CH:6]=1)=[O:4], predict the reactants needed to synthesize it. The reactants are: [CH3:1][O:2][C:3]([C:5]1[CH:15]=[C:14]([OH:16])[C:8]2[CH2:9][C:10]([CH3:13])([CH3:12])[O:11][C:7]=2[CH:6]=1)=[O:4].[F:17][C:18]1[CH:19]=[C:20](B(O)O)[CH:21]=[C:22]([F:24])[CH:23]=1.CCN(CC)CC. (4) The reactants are: C(=O)([O-])[O-].[K+].[K+].F[C:8]1[CH:16]=[CH:15][C:14]([N+:17]([O-:19])=[O:18])=[CH:13][C:9]=1[C:10]([OH:12])=[O:11].[CH3:20][O:21][C:22]1[CH:48]=[CH:47][C:25]([CH2:26][O:27][C:28]2[N:33]=[C:32]([C:34]3[CH:39]=[CH:38][CH:37]=[CH:36][C:35]=3[OH:40])[CH:31]=[C:30]([N:41]3[CH2:46][CH2:45][O:44][CH2:43][CH2:42]3)[CH:29]=2)=[CH:24][CH:23]=1.Cl. Given the product [CH3:20][O:21][C:22]1[CH:23]=[CH:24][C:25]([CH2:26][O:27][C:28]2[N:33]=[C:32]([C:34]3[CH:39]=[CH:38][CH:37]=[CH:36][C:35]=3[O:40][C:8]3[CH:16]=[CH:15][C:14]([N+:17]([O-:19])=[O:18])=[CH:13][C:9]=3[C:10]([OH:12])=[O:11])[CH:31]=[C:30]([N:41]3[CH2:42][CH2:43][O:44][CH2:45][CH2:46]3)[CH:29]=2)=[CH:47][CH:48]=1, predict the reactants needed to synthesize it.